The task is: Predict the reactants needed to synthesize the given product.. This data is from Full USPTO retrosynthesis dataset with 1.9M reactions from patents (1976-2016). (1) Given the product [C:1]([O:5][C:6](=[O:16])/[CH:7]=[CH:34]/[C:31]1[S:30][C:29]([C:27]([O:26][CH2:19][C:20]2[CH:25]=[CH:24][CH:23]=[CH:22][CH:21]=2)=[O:28])=[CH:33][CH:32]=1)([CH3:2])([CH3:3])[CH3:4], predict the reactants needed to synthesize it. The reactants are: [C:1]([O:5][C:6](=[O:16])[CH2:7]P(OCC)(OCC)=O)([CH3:4])([CH3:3])[CH3:2].[H-].[Na+].[CH2:19]([O:26][C:27]([C:29]1[S:30][C:31]([CH:34]=O)=[CH:32][CH:33]=1)=[O:28])[C:20]1[CH:25]=[CH:24][CH:23]=[CH:22][CH:21]=1. (2) Given the product [CH3:18][N:19]([CH2:20][C:21]1[CH:26]=[CH:25][CH:24]=[CH:23][CH:22]=1)[C:15]([C:13]1[S:12][C:9]2[NH:10][N:11]=[C:7]([C:1]3[CH:2]=[CH:3][CH:4]=[CH:5][CH:6]=3)[C:8]=2[CH:14]=1)=[O:17], predict the reactants needed to synthesize it. The reactants are: [C:1]1([C:7]2[C:8]3[CH:14]=[C:13]([C:15]([OH:17])=O)[S:12][C:9]=3[NH:10][N:11]=2)[CH:6]=[CH:5][CH:4]=[CH:3][CH:2]=1.[CH3:18][NH:19][CH2:20][C:21]1[CH:26]=[CH:25][CH:24]=[CH:23][CH:22]=1.Cl. (3) Given the product [C:33]([NH:32]/[N:31]=[CH:30]/[C:26]1[CH:27]=[C:28]([CH3:29])[C:20]([NH:19][C:18](=[O:23])[C:9]2[CH:10]=[CH:11][C:12]([C:14]([F:16])([F:15])[F:17])=[CH:13][C:8]=2[C:3]2[C:2]([Cl:1])=[CH:7][CH:6]=[CH:5][N:4]=2)=[C:21]([CH:25]=1)[C:22]([NH:37][CH3:36])=[O:24])(=[O:34])[NH2:35], predict the reactants needed to synthesize it. The reactants are: [Cl:1][C:2]1[C:3]([C:8]2[CH:13]=[C:12]([C:14]([F:17])([F:16])[F:15])[CH:11]=[CH:10][C:9]=2[C:18]2[O:23][C:22](=[O:24])[C:21]3[CH:25]=[C:26]([CH:30]=[N:31][NH:32][C:33]([NH2:35])=[O:34])[CH:27]=[C:28]([CH3:29])[C:20]=3[N:19]=2)=[N:4][CH:5]=[CH:6][CH:7]=1.[CH3:36][NH2:37].